Task: Predict the reactants needed to synthesize the given product.. Dataset: Full USPTO retrosynthesis dataset with 1.9M reactions from patents (1976-2016) (1) Given the product [N:9]1[C:10]2[C:5](=[C:4]([CH2:1][CH2:2][OH:20])[CH:13]=[CH:12][CH:11]=2)[CH:6]=[CH:7][CH:8]=1, predict the reactants needed to synthesize it. The reactants are: [CH2:1]([C:4]1[CH:13]=[CH:12][CH:11]=[C:10]2[C:5]=1[CH:6]=[CH:7][CH:8]=[N:9]2)[CH:2]=C.C(Cl)Cl.[BH4-].[Na+].C[OH:20]. (2) Given the product [CH3:4][C:2]([C@H:5]([NH:47][C:48]([O:50][CH3:51])=[O:49])[C:6]([NH:8][C@H:9]([C@@H:17]([OH:46])[CH2:18][N:19]([NH:33][C:34]([C@@H:36]([NH:41][C:42]([O:44][CH3:45])=[O:43])[C:37]([CH3:38])([CH3:39])[CH3:40])=[O:35])[CH2:20][C:21]1[CH:22]=[CH:23][C:24]([C:27]2[CH:28]=[CH:29][CH:30]=[CH:31][N:32]=2)=[CH:25][CH:26]=1)[CH2:10][C:11]1[CH:12]=[CH:13][CH:14]=[CH:15][CH:16]=1)=[O:7])([CH3:1])[CH3:3].[S:52](=[O:54])(=[O:53])([OH:56])[O-:55], predict the reactants needed to synthesize it. The reactants are: [CH3:1][C:2]([C@H:5]([NH:47][C:48]([O:50][CH3:51])=[O:49])[C:6]([NH:8][C@H:9]([C@@H:17]([OH:46])[CH2:18][N:19]([NH:33][C:34]([C@@H:36]([NH:41][C:42]([O:44][CH3:45])=[O:43])[C:37]([CH3:40])([CH3:39])[CH3:38])=[O:35])[CH2:20][C:21]1[CH:22]=[CH:23][C:24]([C:27]2[CH:28]=[CH:29][CH:30]=[CH:31][N:32]=2)=[CH:25][CH:26]=1)[CH2:10][C:11]1[CH:12]=[CH:13][CH:14]=[CH:15][CH:16]=1)=[O:7])([CH3:4])[CH3:3].[S:52](=[O:56])(=[O:55])([OH:54])[OH:53].CC([C@H](NC(OC)=O)C(N[C@H]([C@@H](O)CN(NC([C@@H](NC(OC)=O)C(C)(C)C)=O)CC1C=CC(C2C=CC=CN=2)=CC=1)CC1C=CC=CC=1)=O)(C)C.OS(O)(=O)=O.CCCCCCC. (3) Given the product [C:1]([O:5][C:6]([N:8]1[CH2:12][CH2:11][CH2:10][CH:9]1[CH2:13][O:14][C:15]1[CH:20]=[CH:19][C:18]([O:21][CH2:22][C:23]#[C:24][C:26]2[CH:31]=[CH:30][CH:29]=[CH:28][CH:27]=2)=[CH:17][CH:16]=1)=[O:7])([CH3:3])([CH3:2])[CH3:4], predict the reactants needed to synthesize it. The reactants are: [C:1]([O:5][C:6]([N:8]1[CH2:12][CH2:11][CH2:10][CH:9]1[CH2:13][O:14][C:15]1[CH:20]=[CH:19][C:18]([O:21][CH2:22][C:23]#[CH:24])=[CH:17][CH:16]=1)=[O:7])([CH3:4])([CH3:3])[CH3:2].I[C:26]1[CH:31]=[CH:30][CH:29]=[CH:28][CH:27]=1.N1CCCC1. (4) The reactants are: [CH:1]1([C:4]2[CH:5]=[CH:6][C:7]([O:10][C:11]3[CH:12]=[C:13]([CH:28]=[CH:29][CH:30]=3)[CH:14]=[C:15]3[CH2:20][CH2:19][N:18](C(OC(C)(C)C)=O)[CH2:17][CH2:16]3)=[N:8][CH:9]=2)[CH2:3][CH2:2]1.[F:31][C:32]([F:37])([F:36])[C:33]([OH:35])=[O:34]. Given the product [F:31][C:32]([F:37])([F:36])[C:33]([OH:35])=[O:34].[CH:1]1([C:4]2[CH:5]=[CH:6][C:7]([O:10][C:11]3[CH:30]=[CH:29][CH:28]=[C:13]([CH:14]=[C:15]4[CH2:20][CH2:19][NH:18][CH2:17][CH2:16]4)[CH:12]=3)=[N:8][CH:9]=2)[CH2:3][CH2:2]1, predict the reactants needed to synthesize it. (5) Given the product [OH:25][C:20]1[CH:21]=[CH:22][CH:23]=[CH:24][C:19]=1[C:17]1[N:6]([CH2:7][CH2:8][C:9]2[CH:14]=[CH:13][CH:12]=[CH:11][CH:10]=2)[C:5](=[O:15])[C:3]([CH3:4])=[C:2]([CH3:1])[N:16]=1, predict the reactants needed to synthesize it. The reactants are: [CH3:1][C:2]([NH:16][C:17]([C:19]1[CH:24]=[CH:23][CH:22]=[CH:21][C:20]=1[O:25]C(=O)C)=O)=[C:3]([C:5](=[O:15])[NH:6][CH2:7][CH2:8][C:9]1[CH:14]=[CH:13][CH:12]=[CH:11][CH:10]=1)[CH3:4].[OH-].[K+].Cl. (6) Given the product [CH3:30][C:31]1([CH3:38])[O:36][CH2:35][CH:34]([N:24]2[CH2:23][CH2:22][C:21]3[C:26](=[CH:27][CH:28]=[C:19]([C:16]4[N:15]=[C:14]([C:11]5[CH:12]=[CH:13][C:6]([O:5][CH:3]([CH3:2])[CH3:4])=[C:7]([CH:10]=5)[C:8]#[N:9])[O:18][N:17]=4)[C:20]=3[CH3:29])[CH2:25]2)[CH2:33][O:32]1, predict the reactants needed to synthesize it. The reactants are: Cl.[CH3:2][CH:3]([O:5][C:6]1[CH:13]=[CH:12][C:11]([C:14]2[O:18][N:17]=[C:16]([C:19]3[C:20]([CH3:29])=[C:21]4[C:26](=[CH:27][CH:28]=3)[CH2:25][NH:24][CH2:23][CH2:22]4)[N:15]=2)=[CH:10][C:7]=1[C:8]#[N:9])[CH3:4].[CH3:30][C:31]1([CH3:38])[O:36][CH2:35][C:34](=O)[CH2:33][O:32]1.C(O[BH-](OC(=O)C)OC(=O)C)(=O)C.[Na+].C(=O)([O-])[O-].[Na+].[Na+].